Dataset: Full USPTO retrosynthesis dataset with 1.9M reactions from patents (1976-2016). Task: Predict the reactants needed to synthesize the given product. (1) Given the product [NH2:1][C:2]1[C:7]([C:8]#[N:9])=[C:6]([NH:10][C@H:11]([C:13]2[N:18]=[C:17]3[CH:19]=[CH:20][N:21]([CH3:22])[C:16]3=[CH:15][C:14]=2[N:23]2[CH2:28][CH2:27][O:26][CH2:25][CH2:24]2)[CH3:12])[N:5]=[C:4]([OH:33])[N:3]=1, predict the reactants needed to synthesize it. The reactants are: [NH2:1][C:2]1[C:7]([C:8]#[N:9])=[C:6]([NH:10][C@H:11]([C:13]2[N:18]=[C:17]3[CH:19]=[CH:20][N:21]([CH3:22])[C:16]3=[CH:15][C:14]=2[N:23]2[CH2:28][CH2:27][O:26][CH2:25][CH2:24]2)[CH3:12])[N:5]=[C:4](S(C)(=O)=O)[N:3]=1.[OH-:33].[Na+]. (2) Given the product [Br:1][C:2]1[C:3]([O:12][CH3:13])=[CH:4][C:5]([OH:11])=[C:6]([CH:10]=1)[C:7]([O:9][CH3:16])=[O:8], predict the reactants needed to synthesize it. The reactants are: [Br:1][C:2]1[C:3]([O:12][CH3:13])=[CH:4][C:5]([OH:11])=[C:6]([CH:10]=1)[C:7]([OH:9])=[O:8].[N+](=[CH:16][Si](C)(C)C)=[N-].CCCCCC.C(O)(=O)C. (3) The reactants are: [B:10]1([B:10]2[O:14][C:13]([CH3:16])([CH3:15])[C:12]([CH3:18])([CH3:17])[O:11]2)[O:14][C:13]([CH3:16])([CH3:15])[C:12]([CH3:18])([CH3:17])[O:11]1.CC([O-])=O.[K+].FC(F)(F)S(O[C:30]1[CH2:31][CH2:32][N:33]([O:36][C:37](=[O:42])[C:38]([CH3:41])([CH3:40])[CH3:39])[CH2:34][CH:35]=1)(=O)=O. Given the product [CH3:39][C:38]([CH3:41])([CH3:40])[C:37]([O:36][N:33]1[CH2:32][CH:31]=[C:30]([B:10]2[O:11][C:12]([CH3:17])([CH3:18])[C:13]([CH3:15])([CH3:16])[O:14]2)[CH2:35][CH2:34]1)=[O:42], predict the reactants needed to synthesize it. (4) Given the product [CH2:1]([O:3][C:4]1([C:7]2[CH:12]=[CH:11][C:10]([C:13]#[C:14][C:15]3[CH:16]=[CH:17][C:18]([CH2:21][C:22]([OH:24])=[O:23])=[CH:19][CH:20]=3)=[CH:9][C:8]=2[CH:26]([CH3:27])[CH3:28])[CH2:6][CH2:5]1)[CH3:2], predict the reactants needed to synthesize it. The reactants are: [CH2:1]([O:3][C:4]1([C:7]2[CH:12]=[CH:11][C:10]([C:13]#[C:14][C:15]3[CH:20]=[CH:19][C:18]([CH2:21][C:22]([O:24]C)=[O:23])=[CH:17][CH:16]=3)=[CH:9][C:8]=2[CH:26]([CH3:28])[CH3:27])[CH2:6][CH2:5]1)[CH3:2].[OH-].[Na+]. (5) Given the product [ClH:1].[NH2:2][CH:3]1[CH2:8][CH2:7][N:6]([C:9](=[O:18])[CH2:10][CH2:11][C:12]2[N:13]([CH3:17])[CH:14]=[CH:15][N:16]=2)[CH2:5][CH2:4]1, predict the reactants needed to synthesize it. The reactants are: [ClH:1].[NH2:2][CH:3]1[CH2:8][CH2:7][N:6]([C:9](=[O:18])[CH2:10][CH2:11][C:12]2[N:13]([CH3:17])[CH:14]=[CH:15][N:16]=2)[CH2:5][CH2:4]1.